This data is from Reaction yield outcomes from USPTO patents with 853,638 reactions. The task is: Predict the reaction yield, written as a fraction of the theoretical maximum amount of product (1.0 means a 100% yield; for example, 0.34 means a 34% yield). (1) The reactants are [Cl:1][C:2]1[CH:18]=[C:17]([Cl:19])[CH:16]=[CH:15][C:3]=1[CH2:4][NH:5][C:6](=[O:14])[C:7]1[CH:12]=[CH:11][N:10]=[C:9]([OH:13])[CH:8]=1.[CH2:20](I)[CH3:21].C(=O)([O-])[O-].[K+].[K+]. The catalyst is C(#N)C. The product is [Cl:1][C:2]1[CH:18]=[C:17]([Cl:19])[CH:16]=[CH:15][C:3]=1[CH2:4][NH:5][C:6]([C:7]1[CH:12]=[CH:11][N:10]([CH2:20][CH3:21])[C:9](=[O:13])[CH:8]=1)=[O:14]. The yield is 0.0890. (2) The reactants are [C:1]([C:5]1[CH:10]=[C:9]([C:11]([F:14])([F:13])[F:12])[C:8]([N+:15]([O-])=O)=[CH:7][C:6]=1[O:18][CH3:19])([CH3:4])([CH3:3])[CH3:2].C([O-])=O.[NH4+]. The catalyst is CCO.[Pd]. The product is [C:1]([C:5]1[CH:10]=[C:9]([C:11]([F:14])([F:12])[F:13])[C:8]([NH2:15])=[CH:7][C:6]=1[O:18][CH3:19])([CH3:4])([CH3:2])[CH3:3]. The yield is 0.950. (3) The reactants are [C:1]([O:9][CH2:10][CH2:11][CH2:12][CH2:13]OS(C)(=O)=O)(=[O:8])[C:2]1[CH:7]=[CH:6][CH:5]=[CH:4][CH:3]=1.[N-:19]=[N+:20]=[N-:21].[Na+]. The catalyst is CN(C=O)C.CCOCC. The product is [C:1]([O:9][CH2:10][CH2:11][CH2:12][CH2:13][N:19]=[N+:20]=[N-:21])(=[O:8])[C:2]1[CH:7]=[CH:6][CH:5]=[CH:4][CH:3]=1. The yield is 1.00. (4) The reactants are Br[C:2]([Br:5])(Br)Br.C1(P(C2C=CC=CC=2)C2C=CC=CC=2)C=CC=CC=1.[O:25]1[CH2:30][CH2:29][N:28]([C:31]2[CH:36]=[CH:35][C:34]([NH:37][C:38]3[N:43]=[C:42]([S:44][C:45]4[CH:46]=[C:47](CO)[CH:48]=[CH:49][CH:50]=4)[CH:41]=[CH:40][N:39]=3)=[CH:33][CH:32]=2)[CH2:27][CH2:26]1. The catalyst is ClCCl. The product is [Br:5][CH2:2][C:49]1[CH:50]=[C:45]([S:44][C:42]2[CH:41]=[CH:40][N:39]=[C:38]([NH:37][C:34]3[CH:33]=[CH:32][C:31]([N:28]4[CH2:27][CH2:26][O:25][CH2:30][CH2:29]4)=[CH:36][CH:35]=3)[N:43]=2)[CH:46]=[CH:47][CH:48]=1. The yield is 0.450. (5) The reactants are [O:1]1[CH:5]=[CH:4][CH:3]=[C:2]1[C:6]1[O:7][C:8]([CH3:41])=[C:9]([CH2:11][O:12][C:13]2[CH:38]=[CH:37][C:16]([CH2:17][O:18][C:19]3[C:23](/[CH:24]=[CH:25]/[C:26]([O:28]CC)=[O:27])=[CH:22][N:21]([C:31]4[CH:36]=[CH:35][CH:34]=[CH:33][CH:32]=4)[N:20]=3)=[CH:15][C:14]=2[O:39][CH3:40])[N:10]=1.O1CCCC1.[OH-].[Na+].Cl. The catalyst is O.C(O)C. The product is [O:1]1[CH:5]=[CH:4][CH:3]=[C:2]1[C:6]1[O:7][C:8]([CH3:41])=[C:9]([CH2:11][O:12][C:13]2[CH:38]=[CH:37][C:16]([CH2:17][O:18][C:19]3[C:23](/[CH:24]=[CH:25]/[C:26]([OH:28])=[O:27])=[CH:22][N:21]([C:31]4[CH:36]=[CH:35][CH:34]=[CH:33][CH:32]=4)[N:20]=3)=[CH:15][C:14]=2[O:39][CH3:40])[N:10]=1. The yield is 0.890. (6) The reactants are Br[CH2:2][C:3]([C:5]1[CH:10]=[CH:9][CH:8]=[CH:7][CH:6]=1)=O.[NH2:11][C:12](=[S:19])[CH2:13][CH2:14][C:15]([O:17][CH3:18])=[O:16].[CH3:20]CO. No catalyst specified. The product is [C:5]1([C:3]2[N:11]=[C:12]([CH2:13][CH2:14][C:15]([O:17][CH2:18][CH3:20])=[O:16])[S:19][CH:2]=2)[CH:10]=[CH:9][CH:8]=[CH:7][CH:6]=1. The yield is 0.400. (7) The reactants are Br[C:2]1[CH:9]=[CH:8][C:5]([CH:6]=[O:7])=[C:4]([N+:10]([O-:12])=[O:11])[CH:3]=1.[N:13]1([C:18]([C:20]2[CH:25]=[CH:24][C:23](B(O)O)=[CH:22][CH:21]=2)=[O:19])[CH2:17][CH2:16][CH2:15][CH2:14]1.CCO.C([O-])([O-])=O.[Na+].[Na+]. The catalyst is C1(C)C=CC=CC=1.C1C=CC([P]([Pd]([P](C2C=CC=CC=2)(C2C=CC=CC=2)C2C=CC=CC=2)([P](C2C=CC=CC=2)(C2C=CC=CC=2)C2C=CC=CC=2)[P](C2C=CC=CC=2)(C2C=CC=CC=2)C2C=CC=CC=2)(C2C=CC=CC=2)C2C=CC=CC=2)=CC=1. The product is [N+:10]([C:4]1[CH:3]=[C:2]([C:23]2[CH:22]=[CH:21][C:20]([C:18]([N:13]3[CH2:14][CH2:15][CH2:16][CH2:17]3)=[O:19])=[CH:25][CH:24]=2)[CH:9]=[CH:8][C:5]=1[CH:6]=[O:7])([O-:12])=[O:11]. The yield is 0.900. (8) The reactants are [C:1]([O:5][C:6]([NH:8][C:9]1[CH:14]=[CH:13][C:12](C2C=CC=CC=2C(O)=O)=[CH:11][CH:10]=1)=[O:7])([CH3:4])([CH3:3])[CH3:2].F[C:25](F)(F)[C:26]([OH:28])=O.[Cl:31][C:32]1[CH:33]=[C:34]2[C:39](=[CH:40][CH:41]=1)[CH:38]=[C:37]([S:42]([N:45]1[CH2:50][CH2:49][NH:48][CH2:47][CH2:46]1)(=[O:44])=[O:43])[CH:36]=[CH:35]2. No catalyst specified. The product is [C:1]([O:5][C:6]([NH:8][C:9]1[CH:14]=[CH:13][C:12]([C:9]2[CH:14]=[CH:13][C:25]([C:26]([N:48]3[CH2:47][CH2:46][N:45]([S:42]([C:37]4[CH:36]=[CH:35][C:34]5[C:39](=[CH:40][CH:41]=[C:32]([Cl:31])[CH:33]=5)[CH:38]=4)(=[O:43])=[O:44])[CH2:50][CH2:49]3)=[O:28])=[CH:11][CH:10]=2)=[CH:11][CH:10]=1)=[O:7])([CH3:2])([CH3:4])[CH3:3]. The yield is 1.00.